From a dataset of Reaction yield outcomes from USPTO patents with 853,638 reactions. Predict the reaction yield, written as a fraction of the theoretical maximum amount of product (1.0 means a 100% yield; for example, 0.34 means a 34% yield). (1) The reactants are [CH2:1]([O:3][C:4](=[O:19])[NH:5][C:6]1[C:11]([F:12])=[CH:10][CH:9]=[C:8]([O:13][C:14]([F:17])([F:16])[F:15])[C:7]=1I)[CH3:2].CCN(CC)CC.[Si:27]([C:31]#[CH:32])([CH3:30])([CH3:29])[CH3:28]. The catalyst is C1COCC1.[Cu]I. The product is [CH2:1]([O:3][C:4](=[O:19])[NH:5][C:6]1[C:11]([F:12])=[CH:10][CH:9]=[C:8]([O:13][C:14]([F:17])([F:16])[F:15])[C:7]=1[C:32]#[C:31][Si:27]([CH3:30])([CH3:29])[CH3:28])[CH3:2]. The yield is 0.930. (2) The reactants are Br[C:2]1[C:7]([F:8])=[CH:6][C:5]([NH2:9])=[C:4]([CH3:10])[CH:3]=1.[CH3:11][N:12](C=O)C. The catalyst is [C-]#N.[C-]#N.[Zn+2].C1C=CC([P]([Pd]([P](C2C=CC=CC=2)(C2C=CC=CC=2)C2C=CC=CC=2)([P](C2C=CC=CC=2)(C2C=CC=CC=2)C2C=CC=CC=2)[P](C2C=CC=CC=2)(C2C=CC=CC=2)C2C=CC=CC=2)(C2C=CC=CC=2)C2C=CC=CC=2)=CC=1. The product is [NH2:9][C:5]1[C:4]([CH3:10])=[CH:3][C:2]([C:11]#[N:12])=[C:7]([F:8])[CH:6]=1. The yield is 0.920. (3) The reactants are [F:1][C:2]1[CH:11]=[CH:10][C:9]([O:12][CH2:13][CH2:14][CH3:15])=[C:8]2[C:3]=1[C:4](=[O:24])[C:5]([C:16]1[CH:21]=[CH:20][C:19]([O:22]C)=[CH:18][CH:17]=1)=[CH:6][NH:7]2.B(Br)(Br)Br. The catalyst is ClCCl. The product is [F:1][C:2]1[CH:11]=[CH:10][C:9]([O:12][CH2:13][CH2:14][CH3:15])=[C:8]2[C:3]=1[C:4](=[O:24])[C:5]([C:16]1[CH:17]=[CH:18][C:19]([OH:22])=[CH:20][CH:21]=1)=[CH:6][NH:7]2. The yield is 0.920. (4) The reactants are C(OC([N:8](C(OC(C)(C)C)=O)[C:9]1[C:10]([C:28]2[N:32](C(OC(C)(C)C)=O)[C:31]3[CH:40]=[CH:41][CH:42]=[CH:43][C:30]=3[N:29]=2)=[N:11][C:12]([C:15]2[CH2:16][CH2:17][N:18](C(OC(C)(C)C)=O)[CH2:19][CH:20]=2)=[CH:13][N:14]=1)=O)(C)(C)C.C(O)(C(F)(F)F)=O. The catalyst is C(Cl)Cl. The product is [NH:29]1[C:30]2[CH:43]=[CH:42][CH:41]=[CH:40][C:31]=2[N:32]=[C:28]1[C:10]1[C:9]([NH2:8])=[N:14][CH:13]=[C:12]([C:15]2[CH2:16][CH2:17][NH:18][CH2:19][CH:20]=2)[N:11]=1. The yield is 0.480. (5) The reactants are [C:1]1([C:7]2[CH:12]=[C:11]([CH:13]3[CH2:18][NH:17][S:16](=[O:20])(=[O:19])[NH:15][CH2:14]3)[CH:10]=[CH:9][C:8]=2[NH2:21])[CH2:6][CH2:5][CH2:4][CH2:3][CH:2]=1.[C:22]([C:24]1[N:25]=[C:26]([C:37](O)=[O:38])[N:27]([CH2:29][O:30][CH2:31][CH2:32][Si:33]([CH3:36])([CH3:35])[CH3:34])[CH:28]=1)#[N:23].[K+].C(C1N=C(C([O-])=O)N(COCC[Si](C)(C)C)C=1)#N. No catalyst specified. The product is [C:1]1([C:7]2[CH:12]=[C:11]([CH:13]3[CH2:14][NH:15][S:16](=[O:20])(=[O:19])[NH:17][CH2:18]3)[CH:10]=[CH:9][C:8]=2[NH:21][C:37]([C:26]2[N:27]([CH2:29][O:30][CH2:31][CH2:32][Si:33]([CH3:36])([CH3:35])[CH3:34])[CH:28]=[C:24]([C:22]#[N:23])[N:25]=2)=[O:38])[CH2:6][CH2:5][CH2:4][CH2:3][CH:2]=1. The yield is 0.250. (6) The reactants are C([O-])=O.[NH4+:4].[CH3:5][CH2:6][O:7][C:8]([CH:10]1[C:15](=O)[CH2:14][CH2:13][CH2:12][CH2:11]1)=[O:9].C(O)(=O)C. The catalyst is [Ir].CO. The product is [NH2:4][CH:15]1[CH2:14][CH2:13][CH2:12][CH2:11][CH:10]1[C:8]([O:7][CH2:6][CH3:5])=[O:9]. The yield is 0.540.